Dataset: Peptide-MHC class I binding affinity with 185,985 pairs from IEDB/IMGT. Task: Regression. Given a peptide amino acid sequence and an MHC pseudo amino acid sequence, predict their binding affinity value. This is MHC class I binding data. (1) The peptide sequence is TEDPDEGTA. The MHC is Mamu-A11 with pseudo-sequence Mamu-A11. The binding affinity (normalized) is 0. (2) The peptide sequence is AEAAGCSMI. The MHC is HLA-B18:01 with pseudo-sequence HLA-B18:01. The binding affinity (normalized) is 0.0847.